This data is from Peptide-MHC class II binding affinity with 134,281 pairs from IEDB. The task is: Regression. Given a peptide amino acid sequence and an MHC pseudo amino acid sequence, predict their binding affinity value. This is MHC class II binding data. (1) The peptide sequence is GIFNTGLKMFPDLTKVYST. The MHC is DRB1_0302 with pseudo-sequence QEFFIASGAAVDAIMESSFEYYDLQKRNYHVGFT. The binding affinity (normalized) is 0.0139. (2) The peptide sequence is INKWQVVAPQLPADL. The MHC is DRB1_1001 with pseudo-sequence DRB1_1001. The binding affinity (normalized) is 0.570. (3) The peptide sequence is WGAIWRIDTPDKLTGPFTVR. The MHC is DRB1_0802 with pseudo-sequence DRB1_0802. The binding affinity (normalized) is 0.369. (4) The peptide sequence is REQFLGALDLAKKRV. The MHC is DRB1_0301 with pseudo-sequence DRB1_0301. The binding affinity (normalized) is 0.573.